Dataset: NCI-60 drug combinations with 297,098 pairs across 59 cell lines. Task: Regression. Given two drug SMILES strings and cell line genomic features, predict the synergy score measuring deviation from expected non-interaction effect. (1) Drug 1: CC1C(C(CC(O1)OC2CC(CC3=C2C(=C4C(=C3O)C(=O)C5=C(C4=O)C(=CC=C5)OC)O)(C(=O)C)O)N)O.Cl. Drug 2: CC1CCC2CC(C(=CC=CC=CC(CC(C(=O)C(C(C(=CC(C(=O)CC(OC(=O)C3CCCCN3C(=O)C(=O)C1(O2)O)C(C)CC4CCC(C(C4)OC)O)C)C)O)OC)C)C)C)OC. Cell line: OVCAR3. Synergy scores: CSS=16.8, Synergy_ZIP=-8.62, Synergy_Bliss=-5.06, Synergy_Loewe=-2.83, Synergy_HSA=-2.29. (2) Drug 1: C1CCC(C1)C(CC#N)N2C=C(C=N2)C3=C4C=CNC4=NC=N3. Drug 2: B(C(CC(C)C)NC(=O)C(CC1=CC=CC=C1)NC(=O)C2=NC=CN=C2)(O)O. Cell line: SK-MEL-2. Synergy scores: CSS=1.95, Synergy_ZIP=3.08, Synergy_Bliss=7.59, Synergy_Loewe=1.78, Synergy_HSA=1.78. (3) Drug 1: C1CCC(CC1)NC(=O)N(CCCl)N=O. Drug 2: C1CN1P(=S)(N2CC2)N3CC3. Cell line: TK-10. Synergy scores: CSS=-0.496, Synergy_ZIP=-4.18, Synergy_Bliss=-8.68, Synergy_Loewe=-10.6, Synergy_HSA=-8.63. (4) Drug 1: CC1C(C(CC(O1)OC2CC(CC3=C2C(=C4C(=C3O)C(=O)C5=C(C4=O)C(=CC=C5)OC)O)(C(=O)CO)O)N)O.Cl. Drug 2: CCC1=CC2CC(C3=C(CN(C2)C1)C4=CC=CC=C4N3)(C5=C(C=C6C(=C5)C78CCN9C7C(C=CC9)(C(C(C8N6C)(C(=O)OC)O)OC(=O)C)CC)OC)C(=O)OC.C(C(C(=O)O)O)(C(=O)O)O. Cell line: NCI-H522. Synergy scores: CSS=62.5, Synergy_ZIP=1.19, Synergy_Bliss=-2.78, Synergy_Loewe=-2.98, Synergy_HSA=-2.22. (5) Drug 1: C1CCC(CC1)NC(=O)N(CCCl)N=O. Drug 2: C1=NC2=C(N=C(N=C2N1C3C(C(C(O3)CO)O)O)F)N. Cell line: SW-620. Synergy scores: CSS=23.3, Synergy_ZIP=-9.72, Synergy_Bliss=-3.43, Synergy_Loewe=-9.19, Synergy_HSA=-4.24. (6) Drug 1: CC12CCC(CC1=CCC3C2CCC4(C3CC=C4C5=CN=CC=C5)C)O. Drug 2: C1=NC2=C(N1)C(=S)N=C(N2)N. Cell line: HL-60(TB). Synergy scores: CSS=32.0, Synergy_ZIP=-4.52, Synergy_Bliss=-19.5, Synergy_Loewe=-39.6, Synergy_HSA=-22.8.